From a dataset of HIV replication inhibition screening data with 41,000+ compounds from the AIDS Antiviral Screen. Binary Classification. Given a drug SMILES string, predict its activity (active/inactive) in a high-throughput screening assay against a specified biological target. (1) The molecule is COC1(c2ccc(Cl)cc2)SC=C(C)n2c1noc2=O. The result is 0 (inactive). (2) The drug is COc1ccc(C=C(C#N)c2ccc(OC)cc2)cc1. The result is 0 (inactive).